This data is from Full USPTO retrosynthesis dataset with 1.9M reactions from patents (1976-2016). The task is: Predict the reactants needed to synthesize the given product. (1) Given the product [CH3:9][C:10]1([CH3:12])[NH:3][C:2]([CH3:1])([C:6]([OH:8])=[O:7])[CH2:4][S:5]1, predict the reactants needed to synthesize it. The reactants are: [CH3:1][C@@:2]([C:6]([OH:8])=[O:7])([CH2:4][SH:5])[NH2:3].[CH3:9][C:10]([CH3:12])=O. (2) Given the product [CH3:17][O:18][C:19]1[CH:20]=[C:21]([CH:27]=[C:28]([O:30][CH3:31])[CH:29]=1)[O:22][C@H:23]1[C@:7]2([C:1]3[CH:2]=[CH:3][CH:4]=[CH:5][CH:6]=3)[C:16]3[C:11]([CH2:10][CH2:9][N:8]2[C:24]1=[O:25])=[CH:12][CH:13]=[CH:14][CH:15]=3, predict the reactants needed to synthesize it. The reactants are: [C:1]1([C:7]2[C:16]3[C:11](=[CH:12][CH:13]=[CH:14][CH:15]=3)[CH2:10][CH2:9][N:8]=2)[CH:6]=[CH:5][CH:4]=[CH:3][CH:2]=1.[CH3:17][O:18][C:19]1[CH:20]=[C:21]([CH:27]=[C:28]([O:30][CH3:31])[CH:29]=1)[O:22][CH2:23][C:24](O)=[O:25].C(N(CC)CC)C.O=C1N(P(Cl)(N2CCOC2=O)=O)CCO1. (3) Given the product [F:24][C:4]1[C:5]2[O:9][C:8]([CH:10]3[CH2:15][CH2:14][N:13]([C:16]([O:18][C:19]([CH3:22])([CH3:21])[CH3:20])=[O:17])[CH2:12][CH2:11]3)=[N:7][C:6]=2[CH:23]=[C:2]([C:27]2[CH:28]=[CH:29][C:30]([S:32]([CH3:35])(=[O:34])=[O:33])=[CH:31][C:26]=2[F:25])[CH:3]=1, predict the reactants needed to synthesize it. The reactants are: Br[C:2]1[CH:3]=[C:4]([F:24])[C:5]2[O:9][C:8]([CH:10]3[CH2:15][CH2:14][N:13]([C:16]([O:18][C:19]([CH3:22])([CH3:21])[CH3:20])=[O:17])[CH2:12][CH2:11]3)=[N:7][C:6]=2[CH:23]=1.[F:25][C:26]1[CH:31]=[C:30]([S:32]([CH3:35])(=[O:34])=[O:33])[CH:29]=[CH:28][C:27]=1B1OC(C)(C)C(C)(C)O1. (4) Given the product [Cl:1][C:2]1[CH:10]=[CH:9][C:8]([C:11]2[CH:16]=[CH:15][CH:14]=[CH:13][N:12]=2)=[CH:7][C:3]=1[C:4]([NH2:26])=[O:5], predict the reactants needed to synthesize it. The reactants are: [Cl:1][C:2]1[CH:10]=[CH:9][C:8]([C:11]2[CH:16]=[CH:15][CH:14]=[CH:13][N:12]=2)=[CH:7][C:3]=1[C:4](O)=[O:5].ClC(OC(C)C)=O.CC[N:26](C(C)C)C(C)C.N.